Dataset: Reaction yield outcomes from USPTO patents with 853,638 reactions. Task: Predict the reaction yield, written as a fraction of the theoretical maximum amount of product (1.0 means a 100% yield; for example, 0.34 means a 34% yield). (1) The reactants are [CH:1]1([CH2:4][O:5][C:6]2[CH:25]=[CH:24][C:9]([C:10]([O:12][CH2:13][C:14]([O:16][CH2:17][C:18]3[CH:23]=[CH:22][CH:21]=[CH:20][CH:19]=3)=[O:15])=[O:11])=[CH:8][C:7]=2[CH:26]=O)[CH2:3][CH2:2]1.[NH:28]1[CH2:33][CH2:32][O:31][CH2:30][CH2:29]1.[BH-](OC(C)=O)(OC(C)=O)OC(C)=O.[Na+].CC(O)=O. The catalyst is C1COCC1. The product is [CH:1]1([CH2:4][O:5][C:6]2[CH:25]=[CH:24][C:9]([C:10]([O:12][CH2:13][C:14]([O:16][CH2:17][C:18]3[CH:19]=[CH:20][CH:21]=[CH:22][CH:23]=3)=[O:15])=[O:11])=[CH:8][C:7]=2[CH2:26][N:28]2[CH2:33][CH2:32][O:31][CH2:30][CH2:29]2)[CH2:2][CH2:3]1. The yield is 1.00. (2) The reactants are [CH2:1]([C:8]1([C:15]#[C:16][Si:17]([CH3:20])([CH3:19])[CH3:18])[CH2:13][CH2:12][C:11](=[O:14])[CH2:10][CH2:9]1)[C:2]1[CH:7]=[CH:6][CH:5]=[CH:4][CH:3]=1.C([N-]C(C)C)(C)C.[Li+].C1([Se]Cl)C=CC=CC=1.OO. The catalyst is C1COCC1.C(OCC)C. The product is [CH2:1]([C:8]1([C:15]#[C:16][Si:17]([CH3:19])([CH3:18])[CH3:20])[CH2:13][CH2:12][C:11](=[O:14])[CH:10]=[CH:9]1)[C:2]1[CH:7]=[CH:6][CH:5]=[CH:4][CH:3]=1. The yield is 0.390. (3) The reactants are [Cl:1][C:2]1[C:3]([C:12]([NH2:14])=[O:13])=[N:4][C:5](S(C)(=O)=O)=[N:6][CH:7]=1.[CH3:15][C@H:16]1[CH2:24][C:23]2[C:18](=[CH:19][C:20]([CH3:25])=[CH:21][CH:22]=2)[C@@H:17]1[NH2:26].C(N(CC)CC)C. The catalyst is CN(C)C(=O)C. The product is [Cl:1][C:2]1[C:3]([C:12]([NH2:14])=[O:13])=[N:4][C:5]([NH:26][C@H:17]2[C:18]3[C:23](=[CH:22][CH:21]=[C:20]([CH3:25])[CH:19]=3)[CH2:24][C@@H:16]2[CH3:15])=[N:6][CH:7]=1. The yield is 0.520. (4) The reactants are [CH2:1]([C:4]1[CH:9]=[CH:8][CH:7]=[CH:6][C:5]=1[CH2:10][CH2:11]O)[CH2:2][CH3:3].C1C=CC(P(C2C=CC=CC=2)C2C=CC=CC=2)=CC=1.[I:32]I.N1C=CN=C1. The catalyst is ClCCl. The product is [I:32][CH2:11][CH2:10][C:5]1[CH:6]=[CH:7][CH:8]=[CH:9][C:4]=1[CH2:1][CH2:2][CH3:3]. The yield is 0.500. (5) The reactants are CC1C(NC2CCNCC2)=NC2C(=CC=CC=2[C:19]2[NH:27][C:26]3[CH2:25][CH2:24][NH:23][C:22](=[O:28])[C:21]=3[CH:20]=2)N=1.CCN(C(C)C)C(C)C.CC(OC(C)=O)=O. The catalyst is C(Cl)Cl. The product is [NH:27]1[C:26]2[CH2:25][CH2:24][NH:23][C:22](=[O:28])[C:21]=2[CH:20]=[CH:19]1. The yield is 0.200.